From a dataset of Reaction yield outcomes from USPTO patents with 853,638 reactions. Predict the reaction yield, written as a fraction of the theoretical maximum amount of product (1.0 means a 100% yield; for example, 0.34 means a 34% yield). (1) The reactants are [Cl:1][C:2]1[N:7]=[C:6]2[N:8](C(OC)=O)[CH:9]=[CH:10][C:5]2=[CH:4][CH:3]=1.[OH-].[Na+]. The catalyst is CO. The product is [Cl:1][C:2]1[N:7]=[C:6]2[NH:8][CH:9]=[CH:10][C:5]2=[CH:4][CH:3]=1. The yield is 0.950. (2) The reactants are [NH2:1][C:2]1[N:7]=[CH:6][C:5]([C:8]([N:10]2[C@@H:15]([CH3:16])[CH2:14][O:13][CH2:12][C@H:11]2[CH3:17])=[O:9])=[CH:4][CH:3]=1.[C:18]([O:21][CH2:22][C:23]1[C:24]([N:38]2[CH2:50][CH2:49][N:41]3[C:42]4[CH2:43][CH2:44][CH2:45][CH2:46][C:47]=4[CH:48]=[C:40]3[C:39]2=[O:51])=[N:25][CH:26]=[CH:27][C:28]=1[C:29]1[CH:34]=[C:33](Br)[C:32](=[O:36])[N:31]([CH3:37])[CH:30]=1)(=[O:20])[CH3:19].C(=O)([O-])[O-].[Cs+].[Cs+].CC1(C)C2C(=C(P(C3C=CC=CC=3)C3C=CC=CC=3)C=CC=2)OC2C(P(C3C=CC=CC=3)C3C=CC=CC=3)=CC=CC1=2. The catalyst is C1C=CC(/C=C/C(/C=C/C2C=CC=CC=2)=O)=CC=1.C1C=CC(/C=C/C(/C=C/C2C=CC=CC=2)=O)=CC=1.C1C=CC(/C=C/C(/C=C/C2C=CC=CC=2)=O)=CC=1.[Pd].[Pd].O1CCOCC1. The product is [C:18]([O:21][CH2:22][C:23]1[C:24]([N:38]2[CH2:50][CH2:49][N:41]3[C:42]4[CH2:43][CH2:44][CH2:45][CH2:46][C:47]=4[CH:48]=[C:40]3[C:39]2=[O:51])=[N:25][CH:26]=[CH:27][C:28]=1[C:29]1[CH:34]=[C:33]([NH:1][C:2]2[CH:3]=[CH:4][C:5]([C:8]([N:10]3[C@@H:15]([CH3:16])[CH2:14][O:13][CH2:12][C@H:11]3[CH3:17])=[O:9])=[CH:6][N:7]=2)[C:32](=[O:36])[N:31]([CH3:37])[CH:30]=1)(=[O:20])[CH3:19]. The yield is 0.590. (3) The catalyst is C1COCC1. The product is [CH2:20]([CH:22]([CH2:25][CH3:26])[CH:23]([C:12]1[N:8]([CH2:7][C:6]2[CH:5]=[CH:4][C:3]([O:2][CH3:1])=[CH:14][CH:13]=2)[N:9]=[CH:10][CH:11]=1)[OH:24])[CH3:21]. The yield is 0.370. The reactants are [CH3:1][O:2][C:3]1[CH:14]=[CH:13][C:6]([CH2:7][N:8]2[CH:12]=[CH:11][CH:10]=[N:9]2)=[CH:5][CH:4]=1.[Li]CCCC.[CH2:20]([CH:22]([CH2:25][CH3:26])[CH:23]=[O:24])[CH3:21]. (4) The catalyst is O1CCOCC1.C(OCC)(=O)C. The product is [F:19][C:16]1[C:17]([CH3:18])=[C:12]([C:10]2[CH:9]=[C:8]3[C:3]([CH:4]=[C:5]([NH:20][C:21](=[O:27])[O:22][C:23]([CH3:26])([CH3:25])[CH3:24])[N:6]=[CH:7]3)=[C:2]([CH3:28])[N:11]=2)[CH:13]=[N:14][CH:15]=1. The yield is 0.500. The reactants are Cl[C:2]1[N:11]=[C:10]([C:12]2[CH:13]=[N:14][CH:15]=[C:16]([F:19])[C:17]=2[CH3:18])[CH:9]=[C:8]2[C:3]=1[CH:4]=[C:5]([NH:20][C:21](=[O:27])[O:22][C:23]([CH3:26])([CH3:25])[CH3:24])[N:6]=[CH:7]2.[CH3:28]B1OB(C)OB(C)O1.C(=O)([O-])[O-].[K+].[K+]. (5) The reactants are [CH3:1][N:2]([CH2:4][C:5]1[CH:6]=[CH:7][C:8]([O:42][CH3:43])=[C:9]([NH:11][C:12]([C@H:14]([NH:26][C:27]([N:29]2[CH2:34][CH2:33][N:32](C(OC(C)(C)C)=O)[CH2:31][CH2:30]2)=[O:28])[C@H:15]([C:17]2[C:25]3[C:20](=[CH:21][CH:22]=[CH:23][CH:24]=3)[NH:19][CH:18]=2)[CH3:16])=[O:13])[CH:10]=1)[CH3:3].[ClH:44].C(OCC)(=O)C. The catalyst is C(OCC)(=O)C. The product is [ClH:44].[ClH:44].[CH3:1][N:2]([CH2:4][C:5]1[CH:6]=[CH:7][C:8]([O:42][CH3:43])=[C:9]([NH:11][C:12]([C@H:14]([NH:26][C:27]([N:29]2[CH2:34][CH2:33][NH:32][CH2:31][CH2:30]2)=[O:28])[C@H:15]([C:17]2[C:25]3[C:20](=[CH:21][CH:22]=[CH:23][CH:24]=3)[NH:19][CH:18]=2)[CH3:16])=[O:13])[CH:10]=1)[CH3:3]. The yield is 1.00. (6) The reactants are Cl.Cl.[NH:3]1[CH:7]=[C:6]([CH:8]2[CH:13]=[CH:12][NH:11][CH2:10][CH2:9]2)[N:5]=[CH:4]1.C1CCN2C(=NCCC2)CC1.[Cl:25][C:26]1[CH:27]=[C:28]2[C:33](=[CH:34][CH:35]=1)[CH:32]=[C:31]([S:36]([CH2:39][CH2:40][C:41](O)=[O:42])(=[O:38])=[O:37])[CH:30]=[CH:29]2.C1C=CC2N(O)N=NC=2C=1.CCN=C=NCCCN(C)C. The yield is 0.490. The catalyst is C(#N)C.C(N(CC)CC)C. The product is [Cl:25][C:26]1[CH:27]=[C:28]2[C:33](=[CH:34][CH:35]=1)[CH:32]=[C:31]([S:36]([CH2:39][CH2:40][C:41]([N:11]1[CH2:10][CH:9]=[C:8]([C:6]3[N:5]=[CH:4][NH:3][CH:7]=3)[CH2:13][CH2:12]1)=[O:42])(=[O:37])=[O:38])[CH:30]=[CH:29]2.